Regression. Given two drug SMILES strings and cell line genomic features, predict the synergy score measuring deviation from expected non-interaction effect. From a dataset of NCI-60 drug combinations with 297,098 pairs across 59 cell lines. (1) Drug 1: COC1=C(C=C2C(=C1)N=CN=C2NC3=CC(=C(C=C3)F)Cl)OCCCN4CCOCC4. Drug 2: CC1=C(C(=O)C2=C(C1=O)N3CC4C(C3(C2COC(=O)N)OC)N4)N. Cell line: SW-620. Synergy scores: CSS=51.1, Synergy_ZIP=11.8, Synergy_Bliss=11.0, Synergy_Loewe=2.41, Synergy_HSA=13.5. (2) Cell line: MDA-MB-231. Synergy scores: CSS=37.7, Synergy_ZIP=3.37, Synergy_Bliss=4.55, Synergy_Loewe=-4.17, Synergy_HSA=7.75. Drug 1: COC1=CC(=CC(=C1O)OC)C2C3C(COC3=O)C(C4=CC5=C(C=C24)OCO5)OC6C(C(C7C(O6)COC(O7)C8=CC=CS8)O)O. Drug 2: C1CN(CCN1C(=O)CCBr)C(=O)CCBr. (3) Drug 1: C(CC(=O)O)C(=O)CN.Cl. Drug 2: B(C(CC(C)C)NC(=O)C(CC1=CC=CC=C1)NC(=O)C2=NC=CN=C2)(O)O. Cell line: UACC62. Synergy scores: CSS=17.0, Synergy_ZIP=-0.157, Synergy_Bliss=2.22, Synergy_Loewe=-30.7, Synergy_HSA=1.48. (4) Drug 1: CC(CN1CC(=O)NC(=O)C1)N2CC(=O)NC(=O)C2. Drug 2: C1=NC(=NC(=O)N1C2C(C(C(O2)CO)O)O)N. Cell line: SF-539. Synergy scores: CSS=20.7, Synergy_ZIP=-4.52, Synergy_Bliss=1.50, Synergy_Loewe=1.20, Synergy_HSA=1.45. (5) Drug 1: CCCS(=O)(=O)NC1=C(C(=C(C=C1)F)C(=O)C2=CNC3=C2C=C(C=N3)C4=CC=C(C=C4)Cl)F. Drug 2: C1=CC(=CC=C1C#N)C(C2=CC=C(C=C2)C#N)N3C=NC=N3. Cell line: SNB-75. Synergy scores: CSS=2.62, Synergy_ZIP=-0.0517, Synergy_Bliss=0.209, Synergy_Loewe=-2.00, Synergy_HSA=-1.26. (6) Drug 1: CC1=CC2C(CCC3(C2CCC3(C(=O)C)OC(=O)C)C)C4(C1=CC(=O)CC4)C. Drug 2: C(CC(=O)O)C(=O)CN.Cl. Cell line: NCI-H322M. Synergy scores: CSS=4.46, Synergy_ZIP=-4.80, Synergy_Bliss=-12.0, Synergy_Loewe=-18.2, Synergy_HSA=-15.8.